Dataset: Full USPTO retrosynthesis dataset with 1.9M reactions from patents (1976-2016). Task: Predict the reactants needed to synthesize the given product. (1) Given the product [Cl:30][CH2:31][CH2:32][O:1][C:2]1[CH:10]=[CH:9][CH:8]=[C:7]2[C:3]=1[CH:4]=[CH:5][NH:6]2, predict the reactants needed to synthesize it. The reactants are: [OH:1][C:2]1[CH:10]=[CH:9][CH:8]=[C:7]2[C:3]=1[CH:4]=[CH:5][NH:6]2.C1C=CC(P(C2C=CC=CC=2)C2C=CC=CC=2)=CC=1.[Cl:30][CH2:31][CH2:32]O.CCOC(/N=N/C(OCC)=O)=O. (2) Given the product [CH3:1][O:2][C:3]1[N:8]=[CH:7][C:6]([CH2:9][NH:10][C:11]2[C:12]3[CH:19]=[C:18]([C:20]4[CH:25]=[CH:24][C:23]([CH2:26][Cl:30])=[CH:22][CH:21]=4)[NH:17][C:13]=3[N:14]=[CH:15][N:16]=2)=[CH:5][CH:4]=1, predict the reactants needed to synthesize it. The reactants are: [CH3:1][O:2][C:3]1[N:8]=[CH:7][C:6]([CH2:9][NH:10][C:11]2[C:12]3[CH:19]=[C:18]([C:20]4[CH:25]=[CH:24][C:23]([CH2:26]O)=[CH:22][CH:21]=4)[NH:17][C:13]=3[N:14]=[CH:15][N:16]=2)=[CH:5][CH:4]=1.O=S(Cl)[Cl:30]. (3) Given the product [CH:1]1([C@H:4]2[C@H:13]([CH3:14])[C@@H:12]([NH:15][C:16]3[CH:21]=[CH:20][CH:19]=[C:18]([CH3:22])[N:17]=3)[C:11]3[C:6](=[C:7]([OH:29])[N:8]=[C:9]([N:23]4[CH2:24][CH2:25][O:26][CH2:27][CH2:28]4)[CH:10]=3)[N:5]2[C:31](=[O:33])[CH3:32])[CH2:3][CH2:2]1, predict the reactants needed to synthesize it. The reactants are: [CH:1]1([C@H:4]2[C@H:13]([CH3:14])[C@@H:12]([NH:15][C:16]3[CH:21]=[CH:20][CH:19]=[C:18]([CH3:22])[N:17]=3)[C:11]3[C:6](=[C:7]([O:29]C)[N:8]=[C:9]([N:23]4[CH2:28][CH2:27][O:26][CH2:25][CH2:24]4)[CH:10]=3)[N:5]2[C:31](=[O:33])[CH3:32])[CH2:3][CH2:2]1.[I-].[Na+]. (4) Given the product [C:1]([O:5][C:6](=[O:19])[NH:7][CH2:8][C@@H:9]1[CH2:11][C@H:10]1[C:12]1[CH:17]=[CH:16][C:15]([C:29]2[CH:30]=[CH:31][N:26]=[CH:27][CH:28]=2)=[CH:14][CH:13]=1)([CH3:4])([CH3:3])[CH3:2], predict the reactants needed to synthesize it. The reactants are: [C:1]([O:5][C:6](=[O:19])[NH:7][CH2:8][C@@H:9]1[CH2:11][C@H:10]1[C:12]1[CH:17]=[CH:16][C:15](Br)=[CH:14][CH:13]=1)([CH3:4])([CH3:3])[CH3:2].C([O-])([O-])=O.[K+].[K+].[N:26]1[CH:31]=[CH:30][C:29](B(O)O)=[CH:28][CH:27]=1. (5) Given the product [CH3:1][C:2]1[CH:11]=[CH:10][C:9]([NH:12][S:22]([C:17]2[CH:18]=[CH:19][CH:20]=[CH:21][C:16]=2[N+:13]([O-:15])=[O:14])(=[O:23])=[O:24])=[C:8]2[C:3]=1[CH:4]=[CH:5][CH:6]=[N:7]2, predict the reactants needed to synthesize it. The reactants are: [CH3:1][C:2]1[CH:11]=[CH:10][C:9]([NH2:12])=[C:8]2[C:3]=1[CH:4]=[CH:5][CH:6]=[N:7]2.[N+:13]([C:16]1[CH:21]=[CH:20][CH:19]=[CH:18][C:17]=1[S:22](Cl)(=[O:24])=[O:23])([O-:15])=[O:14]. (6) Given the product [CH:1]1[C:2]2[C:3]3[C:22]([CH:23]=[CH:26][C:5]=2[O:6][CH2:11][CH:10]=1)=[CH:21][CH:20]=[CH:25][CH:24]=3, predict the reactants needed to synthesize it. The reactants are: [CH2:1](O)[C:2](N)([CH2:5][OH:6])[CH2:3]O.O[CH2:10][CH:11](CO)O.N1([C:20]2[CH:25]=[CH:24][C:23]([C:26]3(C4C=CC=CC=4)C=CC(CO)=C(OC)C3CC3O[C:22]4[C:21]5[C:20]([CH:25]=[CH:24][C:23]=4[CH:26]=C3)=CC=C(OC)C=5)=[CH:22][CH:21]=2)CCCC1.C(N(CC)CC)C.